Dataset: Reaction yield outcomes from USPTO patents with 853,638 reactions. Task: Predict the reaction yield, written as a fraction of the theoretical maximum amount of product (1.0 means a 100% yield; for example, 0.34 means a 34% yield). (1) The reactants are [NH:1]([C:10]([CH2:12][CH2:13][CH2:14][CH2:15][CH2:16][CH2:17][CH2:18][CH2:19][CH2:20][CH2:21][CH2:22][CH2:23][CH2:24][CH2:25][CH3:26])=[O:11])[CH2:2][C:3]([O:5]C(C)(C)C)=[O:4].Cl.CCOC(C)=O. No catalyst specified. The product is [NH:1]([C:10]([CH2:12][CH2:13][CH2:14][CH2:15][CH2:16][CH2:17][CH2:18][CH2:19][CH2:20][CH2:21][CH2:22][CH2:23][CH2:24][CH2:25][CH3:26])=[O:11])[CH2:2][C:3]([OH:5])=[O:4]. The yield is 0.770. (2) The reactants are P(Cl)(Cl)([Cl:3])=O.[Cl:6][C:7]1[C:12]([Cl:13])=[C:11]([C:14]2[N:19]=[C:18](S)[N:17]([CH3:21])[C:16](=[O:22])[CH:15]=2)[CH:10]=[CH:9][N:8]=1. The catalyst is CN(C)C=O. The product is [Cl:3][C:18]1[N:17]([CH3:21])[C:16](=[O:22])[CH:15]=[C:14]([C:11]2[CH:10]=[CH:9][N:8]=[C:7]([Cl:6])[C:12]=2[Cl:13])[N:19]=1. The yield is 0.720. (3) The reactants are [H-].[Al+3].[Li+].[H-].[H-].[H-].C1COCC1.[CH3:12][C:13]1[CH:20]=[C:19]([CH3:21])[CH:18]=[CH:17][C:14]=1[C:15]#[N:16].S([O-])([O-])(=O)=O.[Na+].[Na+]. The catalyst is CCOCC.C(OCC)(=O)C.O. The product is [CH3:12][C:13]1[CH:20]=[C:19]([CH3:21])[CH:18]=[CH:17][C:14]=1[CH2:15][NH2:16]. The yield is 1.00.